Task: Predict the reaction yield, written as a fraction of the theoretical maximum amount of product (1.0 means a 100% yield; for example, 0.34 means a 34% yield).. Dataset: Reaction yield outcomes from USPTO patents with 853,638 reactions (1) The reactants are O=C1C2C(=CC=CC=2)C(=O)[N:3]1[CH2:12][CH2:13][CH2:14][CH2:15][C:16]1[CH:21]=[CH:20][C:19]([S:22]([NH:25][C@@H:26]([CH:30]([CH3:32])[CH3:31])[C:27]([NH2:29])=[O:28])(=[O:24])=[O:23])=[CH:18][CH:17]=1.CN. No catalyst specified. The product is [NH2:3][CH2:12][CH2:13][CH2:14][CH2:15][C:16]1[CH:17]=[CH:18][C:19]([S:22]([NH:25][C@@H:26]([CH:30]([CH3:32])[CH3:31])[C:27]([NH2:29])=[O:28])(=[O:24])=[O:23])=[CH:20][CH:21]=1. The yield is 0.540. (2) The reactants are [CH3:1][N:2]([CH2:6][CH2:7][OH:8])[CH2:3][CH2:4][OH:5].CCN(CC)CC.[C:16]([Si:20]([CH3:23])([CH3:22])Cl)([CH3:19])([CH3:18])[CH3:17]. The product is [CH3:1][N:2]([CH2:6][CH2:7][O:8][Si:20]([C:16]([CH3:19])([CH3:18])[CH3:17])([CH3:23])[CH3:22])[CH2:3][CH2:4][OH:5]. The yield is 0.750. The catalyst is C(Cl)Cl.